From a dataset of Catalyst prediction with 721,799 reactions and 888 catalyst types from USPTO. Predict which catalyst facilitates the given reaction. (1) Reactant: [Cl:1][C:2]1[CH:7]=[CH:6][C:5]([C:8]2[O:12][N:11]=[CH:10][C:9]=2[C:13](OCC)=[O:14])=[CH:4][C:3]=1[F:18].[H-].C([Al+]CC(C)C)C(C)C.Cl. Product: [Cl:1][C:2]1[CH:7]=[CH:6][C:5]([C:8]2[O:12][N:11]=[CH:10][C:9]=2[CH2:13][OH:14])=[CH:4][C:3]=1[F:18]. The catalyst class is: 7. (2) Reactant: [Cl:1][C:2]1[CH:14]=[C:13]([Cl:15])[CH:12]=[CH:11][C:3]=1[CH2:4][NH:5][NH:6][C:7]([O:9]C)=O.[C:16](C(OC)=O)#[C:17][C:18]([O:20][CH3:21])=[O:19].CO.C[O-].[Na+].Cl. Product: [Cl:1][C:2]1[CH:14]=[C:13]([Cl:15])[CH:12]=[CH:11][C:3]=1[CH2:4][N:5]1[C:17]([C:18]([O:20][CH3:21])=[O:19])=[CH:16][C:7]([OH:9])=[N:6]1. The catalyst class is: 5. (3) Reactant: [Cl:1][C:2]1[CH:3]=[C:4]([CH:12]([CH2:22][CH:23]2[CH2:27][CH2:26][CH2:25][C:24]2=O)[C:13]([NH:15][C:16]2[CH:21]=[N:20][CH:19]=[CH:18][N:17]=2)=[O:14])[CH:5]=[CH:6][C:7]=1[S:8]([CH3:11])(=[O:10])=[O:9].Cl.[CH3:30][O:31][NH2:32]. Product: [Cl:1][C:2]1[CH:3]=[C:4]([CH:12]([CH2:22][CH:23]2[CH2:27][CH2:26][CH2:25][C:24]2=[N:32][O:31][CH3:30])[C:13]([NH:15][C:16]2[CH:21]=[N:20][CH:19]=[CH:18][N:17]=2)=[O:14])[CH:5]=[CH:6][C:7]=1[S:8]([CH3:11])(=[O:10])=[O:9]. The catalyst class is: 858. (4) Reactant: FC(F)(F)C(O)=O.[Cl:8][C:9]1[CH:10]=[CH:11][C:12]([NH:25][C:26]([CH:28]2[CH2:33][CH2:32][NH:31][CH2:30][CH2:29]2)=[O:27])=[C:13]([CH:24]=1)[C:14]([NH:16][C:17]1[CH:22]=[CH:21][C:20]([Cl:23])=[CH:19][N:18]=1)=[O:15].C(N(CC)CC)C.Br[CH:42]([C:44]1[CH:49]=[CH:48][CH:47]=[CH:46][CH:45]=1)[CH3:43].N. Product: [ClH:8].[Cl:8][C:9]1[CH:10]=[CH:11][C:12]([NH:25][C:26]([CH:28]2[CH2:29][CH2:30][N:31]([CH:42]([C:44]3[CH:49]=[CH:48][CH:47]=[CH:46][CH:45]=3)[CH3:43])[CH2:32][CH2:33]2)=[O:27])=[C:13]([CH:24]=1)[C:14]([NH:16][C:17]1[CH:22]=[CH:21][C:20]([Cl:23])=[CH:19][N:18]=1)=[O:15]. The catalyst class is: 405.